This data is from Reaction yield outcomes from USPTO patents with 853,638 reactions. The task is: Predict the reaction yield, written as a fraction of the theoretical maximum amount of product (1.0 means a 100% yield; for example, 0.34 means a 34% yield). The reactants are C1N=CN(C(N2C=NC=C2)=O)C=1.[O:13]1[CH2:18][CH2:17][CH:16]([C:19]([OH:21])=O)[CH2:15][CH2:14]1.[Cl:22][C:23]1[CH:36]=[C:35]([CH2:37][N:38]2[CH2:42][CH2:41][CH2:40][CH2:39]2)[C:34]([Cl:43])=[CH:33][C:24]=1[O:25][C@H:26]1[CH2:29][C@H:28]([CH2:30][NH:31][CH3:32])[CH2:27]1. The catalyst is C1COCC1. The product is [Cl:22][C:23]1[CH:36]=[C:35]([CH2:37][N:38]2[CH2:42][CH2:41][CH2:40][CH2:39]2)[C:34]([Cl:43])=[CH:33][C:24]=1[O:25][C@H:26]1[CH2:27][C@H:28]([CH2:30][N:31]([CH3:32])[C:19]([CH:16]2[CH2:15][CH2:14][O:13][CH2:18][CH2:17]2)=[O:21])[CH2:29]1. The yield is 0.500.